This data is from Forward reaction prediction with 1.9M reactions from USPTO patents (1976-2016). The task is: Predict the product of the given reaction. Given the reactants Cl[C:2]1[N:3]=[CH:4][C:5]2[C:10]([CH:11]([CH3:13])[CH3:12])=[CH:9][N:8]([CH:14]3[CH2:18][CH2:17][CH2:16][CH2:15]3)[C:6]=2[N:7]=1.C(OC([N:26]1[CH2:31][CH2:30][N:29]([C:32]2[CH:33]=[N:34][C:35]([NH2:38])=[CH:36][CH:37]=2)[CH2:28][CH2:27]1)=O)(C)(C)C, predict the reaction product. The product is: [CH:14]1([N:8]2[C:6]3[N:7]=[C:2]([NH:38][C:35]4[CH:36]=[CH:37][C:32]([N:29]5[CH2:28][CH2:27][NH:26][CH2:31][CH2:30]5)=[CH:33][N:34]=4)[N:3]=[CH:4][C:5]=3[C:10]([CH:11]([CH3:13])[CH3:12])=[CH:9]2)[CH2:18][CH2:17][CH2:16][CH2:15]1.